Dataset: Forward reaction prediction with 1.9M reactions from USPTO patents (1976-2016). Task: Predict the product of the given reaction. (1) The product is: [F:25][C:23]1[CH:22]=[CH:21][C:20]([N+:26]([O-:28])=[O:27])=[C:19]([NH:17][C:12]2[CH:13]=[CH:14][CH:15]=[CH:16][N:11]=2)[CH:24]=1. Given the reactants [Li+].C[Si]([N-][Si](C)(C)C)(C)C.[N:11]1[CH:16]=[CH:15][CH:14]=[CH:13][C:12]=1[NH2:17].F[C:19]1[CH:24]=[C:23]([F:25])[CH:22]=[CH:21][C:20]=1[N+:26]([O-:28])=[O:27], predict the reaction product. (2) Given the reactants C(C1C(N2CCOCC2=O)=CC=CC=1S([NH:19][C@H:20]([C:31]([N:33]1[CH2:38][CH2:37]OC[C@@H:34]1[CH3:39])=[O:32])[CH2:21][NH:22][C:23]([C:25]1[S:26][C:27]([Cl:30])=[CH:28][CH:29]=1)=[O:24])(=O)=O)C.N1[CH2:46][CH2:45][CH2:44]CCC1.[B-](F)(F)(F)F.CC[O:54][C:55](C(C#N)=NOC(N(C)C)=[N+](C)C)=[O:56].[CH3:69][CH2:70]N(C(C)C)C(C)C.[CH2:78](Cl)Cl, predict the reaction product. The product is: [C:45]([O:56][C:55](=[O:54])[NH:19][C@@H:20]([CH2:21][NH:22][C:23]([C:25]1[S:26][C:27]([Cl:30])=[CH:28][CH:29]=1)=[O:24])[C:31]([N:33]1[CH2:34][CH2:39][CH2:70][CH2:69][CH2:37][CH2:38]1)=[O:32])([CH3:44])([CH3:46])[CH3:78]. (3) Given the reactants FC(F)(F)S(O[C:7]1[C:12]([F:13])=[CH:11][CH:10]=[C:9]([F:14])[N:8]=1)(=O)=O.[Cl:17][C:18]1[C:19](B(O)O)=[CH:20][C:21]([F:24])=[N:22][CH:23]=1.C(=O)([O-])[O-].[Na+].[Na+].C(Cl)Cl, predict the reaction product. The product is: [Cl:17][C:18]1[C:19]([C:7]2[C:12]([F:13])=[CH:11][CH:10]=[C:9]([F:14])[N:8]=2)=[CH:20][C:21]([F:24])=[N:22][CH:23]=1. (4) The product is: [OH:30][C@H:16]1[C@H:17]([CH3:18])[O:19][C:14](=[O:39])[C@@H:15]1[CH2:31][CH2:32][C:33]1[CH:38]=[CH:37][CH:36]=[CH:35][CH:34]=1.[CH2:1]([C@@H:8]1[CH2:12][O:11][C:10](=[O:13])[NH:9]1)[C:2]1[CH:3]=[CH:4][CH:5]=[CH:6][CH:7]=1. Given the reactants [CH2:1]([C@@H:8]1[CH2:12][O:11][C:10](=[O:13])[N:9]1[C:14](=[O:39])[C@H:15]([CH2:31][CH2:32][C:33]1[CH:38]=[CH:37][CH:36]=[CH:35][CH:34]=1)[C@@H:16]([OH:30])[C@@H:17]([O:19][Si](C(C)C)(C(C)C)C(C)C)[CH3:18])[C:2]1[CH:7]=[CH:6][CH:5]=[CH:4][CH:3]=1.Cl, predict the reaction product. (5) Given the reactants [SH:1][CH:2]1CCCC[CH2:3]1.[OH-].[Na+].[Cl:10][C:11]1[N:18]=[CH:17][CH:16]=[C:15](Cl)[C:12]=1[C:13]#[N:14], predict the reaction product. The product is: [Cl:10][C:11]1[N:18]=[CH:17][CH:16]=[C:15]([S:1][CH2:2][CH3:3])[C:12]=1[C:13]#[N:14].